This data is from Catalyst prediction with 721,799 reactions and 888 catalyst types from USPTO. The task is: Predict which catalyst facilitates the given reaction. (1) Reactant: C(OC(NC(C)(C)C(N[C@H](CC1C2C(=CC=CC=2)NC=1)C(NC1N=C([CH:22]([C:28]2[CH:37]=[CH:36][C:35]3[C:30](=[CH:31][CH:32]=[CH:33][CH:34]=3)[CH:29]=2)[C:23]([O:25]CC)=[O:24])NC=1)=O)=O)=O)(C)(C)C.[OH-].[Li+].O1CCOCC1. Product: [CH:29]1[C:30]2[C:35](=[CH:34][CH:33]=[CH:32][CH:31]=2)[CH:36]=[CH:37][C:28]=1[CH2:22][C:23]([OH:25])=[O:24]. The catalyst class is: 6. (2) Reactant: [OH:1][CH2:2][C:3]1[CH:4]=[C:5]([OH:11])[CH:6]=[C:7]([CH2:9][OH:10])[CH:8]=1.Br[CH2:13][CH2:14][CH2:15][N:16]1[C:20](=[O:21])[C:19]2=[CH:22][CH:23]=[CH:24][CH:25]=[C:18]2[C:17]1=[O:26].C(=O)([O-])[O-].[K+].[K+]. Product: [C:17]1(=[O:26])[N:16]([CH2:15][CH2:14][CH2:13][O:11][C:5]2[CH:4]=[C:3]([CH2:2][OH:1])[CH:8]=[C:7]([CH2:9][OH:10])[CH:6]=2)[C:20](=[O:21])[C:19]2=[CH:22][CH:23]=[CH:24][CH:25]=[C:18]12. The catalyst class is: 10. (3) Reactant: [Cl:1][C:2]1[C:11]2[N:10]=[C:9]([CH3:12])[C:8]([CH2:13][C:14]3[CH:19]=[CH:18][C:17]([S:20]([CH3:23])(=[O:22])=[O:21])=[CH:16][CH:15]=3)=[C:7]([CH3:24])[C:6]=2[C:5]([OH:25])=[CH:4][CH:3]=1.C1C=CC(N([S:33]([C:36]([F:39])([F:38])[F:37])(=[O:35])=[O:34])[S:33]([C:36]([F:39])([F:38])[F:37])(=[O:35])=[O:34])=CC=1.C(=O)([O-])[O-].[K+].[K+]. Product: [Cl:1][C:2]1[CH:3]=[CH:4][C:5]([O:25][S:33]([C:36]([F:39])([F:38])[F:37])(=[O:35])=[O:34])=[C:6]2[C:11]=1[N:10]=[C:9]([CH3:12])[C:8]([CH2:13][C:14]1[CH:19]=[CH:18][C:17]([S:20]([CH3:23])(=[O:21])=[O:22])=[CH:16][CH:15]=1)=[C:7]2[CH3:24]. The catalyst class is: 7. (4) Reactant: [O:1]1[C:5]2[CH:6]=[CH:7][C:8]([C:10](=[O:19])[CH2:11][C:12]3[CH:17]=[CH:16][CH:15]=[C:14]([CH3:18])[N:13]=3)=[CH:9][C:4]=2[O:3][CH2:2]1.[Br:20]Br. Product: [O:1]1[C:5]2[CH:6]=[CH:7][C:8]([C:10](=[O:19])[CH:11]([Br:20])[C:12]3[CH:17]=[CH:16][CH:15]=[C:14]([CH3:18])[N:13]=3)=[CH:9][C:4]=2[O:3][CH2:2]1. The catalyst class is: 15. (5) Reactant: [C:1]([OH:5])(=[O:4])[CH2:2][OH:3].[CH:6]1[C:11]2=[N:12][S:13][N:14]=[C:10]2[C:9]([NH:15][C:16]2[NH:20][CH2:19][CH2:18][N:17]=2)=[C:8]([Cl:21])[CH:7]=1. Product: [CH:6]1[C:11]2=[N:12][S:13][N:14]=[C:10]2[C:9]([NH:15][C:16]2[NH:20][CH2:19][CH2:18][N:17]=2)=[C:8]([Cl:21])[CH:7]=1.[C:1]([O-:5])(=[O:4])[CH2:2][OH:3]. The catalyst class is: 8. (6) Reactant: [CH2:1]([N:3]1[C:7]2=[N:8][C:9]([CH2:30][CH3:31])=[C:10]([CH2:19][NH:20][C:21](=[O:29])[CH2:22][CH2:23][CH2:24][C:25]([O:27]C)=[O:26])[C:11]([NH:12][CH:13]3[CH2:18][CH2:17][O:16][CH2:15][CH2:14]3)=[C:6]2[CH:5]=[N:4]1)[CH3:2].O[Li].O.Cl. Product: [CH2:1]([N:3]1[C:7]2=[N:8][C:9]([CH2:30][CH3:31])=[C:10]([CH2:19][NH:20][C:21](=[O:29])[CH2:22][CH2:23][CH2:24][C:25]([OH:27])=[O:26])[C:11]([NH:12][CH:13]3[CH2:14][CH2:15][O:16][CH2:17][CH2:18]3)=[C:6]2[CH:5]=[N:4]1)[CH3:2]. The catalyst class is: 24. (7) Reactant: [CH2:1]([O:3][C:4]([C:6]1[NH:15][C:9]2=[CH:10][N:11]=[C:12](Br)[CH:13]=[C:8]2[CH:7]=1)=[O:5])[CH3:2].[CH3:16][N:17](C=O)C. Product: [CH3:4][CH2:6][CH2:7][CH:8]([CH3:9])[CH3:13].[CH2:1]([O:3][C:4]([C:6]1[NH:15][C:9]2=[CH:10][N:11]=[C:12]([C:16]#[N:17])[CH:13]=[C:8]2[CH:7]=1)=[O:5])[CH3:2]. The catalyst class is: 507.